From a dataset of Catalyst prediction with 721,799 reactions and 888 catalyst types from USPTO. Predict which catalyst facilitates the given reaction. (1) Reactant: [O:1]=[C:2]([C:6]1[CH:11]=[CH:10][CH:9]=[CH:8][CH:7]=1)[CH2:3][C:4]#[N:5].[NH2:12][C:13]1[CH:18]=[CH:17][CH:16]=[CH:15][CH:14]=1. Product: [O:1]=[C:2]([C:6]1[CH:11]=[CH:10][CH:9]=[CH:8][CH:7]=1)[CH2:3][C:4](=[NH:5])[NH:12][C:13]1[CH:18]=[CH:17][CH:16]=[CH:15][CH:14]=1. The catalyst class is: 8. (2) Reactant: N1C=CC=CC=1.[NH2:7][C:8]1[CH:9]=[CH:10][C:11]([N:14]2[C:18](=[O:19])[CH:17]=[C:16]([CH3:20])[NH:15]2)=[N:12][CH:13]=1.[CH3:21][O:22][C:23]1[CH:24]=[C:25]([S:29](Cl)(=[O:31])=[O:30])[CH:26]=[CH:27][CH:28]=1. Product: [CH3:20][C:16]1[NH:15][N:14]([C:11]2[N:12]=[CH:13][C:8]([NH:7][S:29]([C:25]3[CH:26]=[CH:27][CH:28]=[C:23]([O:22][CH3:21])[CH:24]=3)(=[O:31])=[O:30])=[CH:9][CH:10]=2)[C:18](=[O:19])[CH:17]=1. The catalyst class is: 4. (3) Reactant: [F:1][C:2]1([F:49])[CH2:7][CH2:6][CH2:5][N:4]([CH2:8][C:9]2[CH:10]=[C:11]([C:15]3[CH:16]=[C:17]4[C:23]([NH:24][C:25]([C:27]5[CH:28]=[N:29][N:30]([CH2:32][C:33]6[CH:38]=[CH:37][CH:36]=[CH:35][CH:34]=6)[CH:31]=5)=[O:26])=[CH:22][N:21](S(C5C=CC(C)=CC=5)(=O)=O)[C:18]4=[N:19][CH:20]=3)[CH:12]=[CH:13][CH:14]=2)[CH2:3]1.C(=O)([O-])[O-].[K+].[K+].CO. Product: [F:49][C:2]1([F:1])[CH2:7][CH2:6][CH2:5][N:4]([CH2:8][C:9]2[CH:10]=[C:11]([C:15]3[CH:16]=[C:17]4[C:23]([NH:24][C:25]([C:27]5[CH:28]=[N:29][N:30]([CH2:32][C:33]6[CH:34]=[CH:35][CH:36]=[CH:37][CH:38]=6)[CH:31]=5)=[O:26])=[CH:22][NH:21][C:18]4=[N:19][CH:20]=3)[CH:12]=[CH:13][CH:14]=2)[CH2:3]1. The catalyst class is: 6.